Dataset: Full USPTO retrosynthesis dataset with 1.9M reactions from patents (1976-2016). Task: Predict the reactants needed to synthesize the given product. (1) Given the product [CH3:1][C:2]([Si:5]([CH3:12])([CH3:11])[O:6][CH2:7][C@@H:8]([O:10][C:14]1[CH:15]=[C:16]([CH:21]=[C:22]([O:24][CH2:25][C:26]2[CH:31]=[CH:30][CH:29]=[CH:28][CH:27]=2)[CH:23]=1)[C:17]([O:19][CH3:20])=[O:18])[CH3:9])([CH3:3])[CH3:4], predict the reactants needed to synthesize it. The reactants are: [CH3:1][C:2]([Si:5]([CH3:12])([CH3:11])[O:6][CH2:7][C@H:8]([OH:10])[CH3:9])([CH3:4])[CH3:3].O[C:14]1[CH:15]=[C:16]([CH:21]=[C:22]([O:24][CH2:25][C:26]2[CH:31]=[CH:30][CH:29]=[CH:28][CH:27]=2)[CH:23]=1)[C:17]([O:19][CH3:20])=[O:18].C1(P(C2C=CC=CC=2)C2C=CC=CC=2)C=CC=CC=1.CC(OC(/N=N/C(OC(C)C)=O)=O)C. (2) Given the product [S:1]1[C:8]2[CH:7]=[C:6]([C:9]([Cl:13])=[O:11])[NH:5][C:4]=2[CH:3]=[CH:2]1, predict the reactants needed to synthesize it. The reactants are: [S:1]1[C:8]2[CH:7]=[C:6]([C:9]([OH:11])=O)[NH:5][C:4]=2[CH:3]=[CH:2]1.P(Cl)(Cl)(Cl)(Cl)[Cl:13]. (3) The reactants are: C(OC([NH:8][C:9]([CH3:36])([CH2:29][C:30]1[CH:35]=[CH:34][CH:33]=[CH:32][CH:31]=1)[CH2:10][O:11][CH2:12][C:13]1[CH:14]=[C:15]([CH:19]=[C:20]([C:22]2([C:27]#[N:28])[CH2:26][CH2:25][CH2:24][CH2:23]2)[CH:21]=1)[C:16]([OH:18])=O)=O)(C)(C)C.[CH3:37][CH:38]([NH2:42])[C:39]#[C:40][CH3:41]. Given the product [NH2:8][C:9]([CH3:36])([CH2:29][C:30]1[CH:31]=[CH:32][CH:33]=[CH:34][CH:35]=1)[CH2:10][O:11][CH2:12][C:13]1[CH:14]=[C:15]([CH:19]=[C:20]([C:22]2([C:27]#[N:28])[CH2:26][CH2:25][CH2:24][CH2:23]2)[CH:21]=1)[C:16]([NH:42][CH:38]([C:39]#[C:40][CH3:41])[CH3:37])=[O:18], predict the reactants needed to synthesize it. (4) Given the product [CH3:20][C:19]([C:21]([NH:23][C@H:24]([C:28]([N:30]([C@@H:32]([C@@H:65]([CH3:68])[CH2:66][CH3:67])[C@H:33]([O:63][CH3:64])[CH2:34][C:35]([N:37]1[CH2:41][CH2:40][CH2:39][C@H:38]1[C@H:42]([O:61][CH3:62])[C@@H:43]([CH3:60])[C:44](=[O:59])[NH:45][C@H:46]([C:54]1[S:55][CH:56]=[CH:57][N:58]=1)[CH2:47][C:48]1[CH:53]=[CH:52][CH:51]=[CH:50][CH:49]=1)=[O:36])[CH3:31])=[O:29])[CH:25]([CH3:27])[CH3:26])=[O:22])([CH3:69])[NH2:18], predict the reactants needed to synthesize it. The reactants are: C1C2C(COC([NH:18][C:19]([CH3:69])([C:21]([NH:23][C@H:24]([C:28]([N:30]([C@@H:32]([C@@H:65]([CH3:68])[CH2:66][CH3:67])[C@H:33]([O:63][CH3:64])[CH2:34][C:35]([N:37]3[CH2:41][CH2:40][CH2:39][C@H:38]3[C@H:42]([O:61][CH3:62])[C@@H:43]([CH3:60])[C:44](=[O:59])[NH:45][C@H:46]([C:54]3[S:55][CH:56]=[CH:57][N:58]=3)[CH2:47][C:48]3[CH:53]=[CH:52][CH:51]=[CH:50][CH:49]=3)=[O:36])[CH3:31])=[O:29])[CH:25]([CH3:27])[CH3:26])=[O:22])[CH3:20])=O)C3C(=CC=CC=3)C=2C=CC=1. (5) The reactants are: [CH:1]([C:3]1[CH:8]=[CH:7][CH:6]=[CH:5][C:4]=1[C:9]1[CH:14]=[CH:13][C:12]([C:15]2[C:23]3[C:22]([OH:24])=[C:21]([C:25]#[N:26])[C:20](=[O:27])[NH:19][C:18]=3[S:17][CH:16]=2)=[CH:11][CH:10]=1)=[O:2].[BH4-].[Na+]. Given the product [OH:24][C:22]1[C:23]2[C:15]([C:12]3[CH:11]=[CH:10][C:9]([C:4]4[CH:5]=[CH:6][CH:7]=[CH:8][C:3]=4[CH2:1][OH:2])=[CH:14][CH:13]=3)=[CH:16][S:17][C:18]=2[NH:19][C:20](=[O:27])[C:21]=1[C:25]#[N:26], predict the reactants needed to synthesize it. (6) Given the product [Br:4][C:5]1[CH:6]=[N:7][N:8]2[C:13]([O:2][CH3:1])=[C:12]([CH:15]([CH3:17])[CH3:16])[C:11]([CH3:18])=[N:10][C:9]=12, predict the reactants needed to synthesize it. The reactants are: [CH3:1][O-:2].[Na+].[Br:4][C:5]1[CH:6]=[N:7][N:8]2[C:13](Cl)=[C:12]([CH:15]([CH3:17])[CH3:16])[C:11]([CH3:18])=[N:10][C:9]=12. (7) Given the product [OH:4][CH2:5][C:6]([N:8]1[CH2:9][CH2:10][CH:11]([C:14]2[S:15][C:16]([C:28]3[CH:29]=[CH:30][C:31]4[N:32]([C:34]([CH:37]([CH3:39])[CH3:38])=[N:35][N:36]=4)[N:33]=3)=[C:17]([C:19]3[CH:24]=[C:23]([F:25])[C:22]([F:26])=[CH:21][C:20]=3[F:27])[N:18]=2)[CH2:12][CH2:13]1)=[O:7], predict the reactants needed to synthesize it. The reactants are: C([O:4][CH2:5][C:6]([N:8]1[CH2:13][CH2:12][CH:11]([C:14]2[S:15][C:16]([C:28]3[CH:29]=[CH:30][C:31]4[N:32]([C:34]([CH:37]([CH3:39])[CH3:38])=[N:35][N:36]=4)[N:33]=3)=[C:17]([C:19]3[CH:24]=[C:23]([F:25])[C:22]([F:26])=[CH:21][C:20]=3[F:27])[N:18]=2)[CH2:10][CH2:9]1)=[O:7])(=O)C.[OH-].[Na+].